The task is: Predict the reaction yield, written as a fraction of the theoretical maximum amount of product (1.0 means a 100% yield; for example, 0.34 means a 34% yield).. This data is from Reaction yield outcomes from USPTO patents with 853,638 reactions. The reactants are C[Si]([N-][Si](C)(C)C)(C)C.[Na+].[CH3:11][N:12]1[CH2:17][CH2:16][N:15]([CH2:18][C:19]2[CH:28]=[CH:27][C:22]([C:23]([O:25]C)=O)=[CH:21][CH:20]=2)[CH2:14][CH2:13]1.[NH2:29][C:30]1[N:34](C(OC(C)(C)C)=O)[N:33]=[C:32]([CH2:42][CH2:43][C:44]2[CH:49]=[C:48]([O:50][CH3:51])[CH:47]=[C:46]([O:52][CH3:53])[CH:45]=2)[CH:31]=1.[NH4+].[Cl-]. The yield is 0.0519. The catalyst is C1COCC1.CC(N(C)C)=O. The product is [CH3:51][O:50][C:48]1[CH:49]=[C:44]([CH2:43][CH2:42][C:32]2[NH:33][N:34]=[C:30]([NH:29][C:23](=[O:25])[C:22]3[CH:21]=[CH:20][C:19]([CH2:18][N:15]4[CH2:14][CH2:13][N:12]([CH3:11])[CH2:17][CH2:16]4)=[CH:28][CH:27]=3)[CH:31]=2)[CH:45]=[C:46]([O:52][CH3:53])[CH:47]=1.